From a dataset of Reaction yield outcomes from USPTO patents with 853,638 reactions. Predict the reaction yield, written as a fraction of the theoretical maximum amount of product (1.0 means a 100% yield; for example, 0.34 means a 34% yield). (1) The yield is 0.300. The catalyst is C1COCC1.C(OCC)C. The product is [CH3:5][O:4][N:3]([CH3:2])[C:19]([C:21]1([CH3:26])[CH2:22][CH2:23][CH2:24][CH2:25]1)=[O:20]. The reactants are Cl.[CH3:2][NH:3][O:4][CH3:5].C([Li])CCC.CCCCCC.CO[C:19]([C:21]1([CH3:26])[CH2:25][CH2:24][CH2:23][CH2:22]1)=[O:20]. (2) The product is [CH3:24][C:19]1([CH3:25])[C:20]([CH3:23])([CH3:22])[O:21][B:17]([C:6]2[CH:2]=[CH:3][S:4][C:5]=2[CH3:9])[O:18]1. The reactants are Br[C:2]1[C:6](C)=[CH:5][S:4][CH:3]=1.[Li][CH2:9]CCC.C(O[B:17]1[O:21][C:20]([CH3:23])([CH3:22])[C:19]([CH3:25])([CH3:24])[O:18]1)(C)C. No catalyst specified. The yield is 0.260. (3) The reactants are [F:1][CH:2]([F:39])[C:3]1[N:7]([C:8]2[N:13]=[C:12]([N:14]3[CH2:19][CH2:18][O:17][CH2:16][CH2:15]3)[N:11]=[C:10]([N:20]([CH:27]3[CH2:32][CH2:31][NH:30][CH2:29][CH2:28]3)[CH2:21][CH2:22][CH2:23][N:24]([CH3:26])[CH3:25])[N:9]=2)[C:6]2[CH:33]=[CH:34][CH:35]=[C:36]([O:37][CH3:38])[C:5]=2[N:4]=1.[CH3:40][S:41](Cl)(=[O:43])=[O:42]. No catalyst specified. The product is [F:39][CH:2]([F:1])[C:3]1[N:7]([C:8]2[N:13]=[C:12]([N:14]3[CH2:15][CH2:16][O:17][CH2:18][CH2:19]3)[N:11]=[C:10]([N:20]([CH:27]3[CH2:32][CH2:31][N:30]([S:41]([CH3:40])(=[O:43])=[O:42])[CH2:29][CH2:28]3)[CH2:21][CH2:22][CH2:23][N:24]([CH3:25])[CH3:26])[N:9]=2)[C:6]2[CH:33]=[CH:34][CH:35]=[C:36]([O:37][CH3:38])[C:5]=2[N:4]=1. The yield is 0.990. (4) The reactants are [C:1]1([C:7]2[C:11]([C:12]3[C:17](=[O:18])[CH:16]=[CH:15][N:14]([C:19]4[CH:24]=[CH:23][CH:22]=[C:21]([C:25]([F:28])([F:27])[F:26])[CH:20]=4)[N:13]=3)=[CH:10][N:9](C(C3C=CC=CC=3)(C3C=CC=CC=3)C3C=CC=CC=3)[N:8]=2)[CH:6]=[CH:5][CH:4]=[CH:3][CH:2]=1.C(O)(C(F)(F)F)=O.[OH-].[Na+]. The catalyst is C(Cl)Cl. The product is [C:1]1([C:7]2[C:11]([C:12]3[C:17](=[O:18])[CH:16]=[CH:15][N:14]([C:19]4[CH:24]=[CH:23][CH:22]=[C:21]([C:25]([F:26])([F:27])[F:28])[CH:20]=4)[N:13]=3)=[CH:10][NH:9][N:8]=2)[CH:6]=[CH:5][CH:4]=[CH:3][CH:2]=1. The yield is 0.820. (5) The reactants are [Cl:1][C:2]1[CH:36]=[CH:35][CH:34]=[CH:33][C:3]=1[CH2:4][N:5]1[C:13]2[C:8](=[CH:9][C:10]([O:14][C:15]([F:18])([F:17])[F:16])=[CH:11][CH:12]=2)[C:7]([C:19]2[N:20]=[C:21]3[N:25]([CH:26]=2)[N:24]=[C:23]([O:27][CH3:28])[S:22]3)=[C:6]1[C:29](OC)=[O:30].COC1SC2=NC(C3C4C(=CC=C(OC(F)(F)F)C=4)NC=3C(OC)=O)=CN2N=1.C(=O)([O-])[O-].[K+].[K+].ClC1C=CC=CC=1CBr. The catalyst is CCOC(C)=O.CN(C=O)C. The product is [Cl:1][C:2]1[CH:36]=[CH:35][CH:34]=[CH:33][C:3]=1[CH2:4][N:5]1[C:13]2[C:8](=[CH:9][C:10]([O:14][C:15]([F:16])([F:18])[F:17])=[CH:11][CH:12]=2)[C:7]([C:19]2[N:20]=[C:21]3[N:25]([CH:26]=2)[N:24]=[C:23]([O:27][CH3:28])[S:22]3)=[C:6]1[CH2:29][OH:30]. The yield is 0.300. (6) The reactants are [Cl:1][C:2]1[NH:10][C:9]2[C:8](=[O:11])[N:7]([CH2:12][CH2:13][CH2:14][CH2:15]C(OCC)=O)[C:6](=[O:21])[N:5]([CH2:22][CH2:23][CH2:24][CH2:25][CH3:26])[C:4]=2[N:3]=1.CC[O-].[Na+].[Cl:31][C:32]1[CH:37]=[CH:36][CH:35]=[C:34]([Cl:38])[C:33]=1[CH2:39]/[C:40](=[N:43]/[H])/[NH:41][OH:42]. The catalyst is CCO. The product is [Cl:1][C:2]1[NH:10][C:9]2[C:8](=[O:11])[N:7]([CH2:12][CH2:13][CH2:14][C:15]3[O:42][N:41]=[C:40]([CH2:39][C:33]4[C:34]([Cl:38])=[CH:35][CH:36]=[CH:37][C:32]=4[Cl:31])[N:43]=3)[C:6](=[O:21])[N:5]([CH2:22][CH2:23][CH2:24][CH2:25][CH3:26])[C:4]=2[N:3]=1. The yield is 0.800. (7) The reactants are [C:1]([C:3]1[CH:8]=[C:7]([O:9][CH3:10])[C:6]([OH:11])=[CH:5][C:4]=1[N:12]=[CH:13][N:14]([CH3:16])[CH3:15])#[N:2].C(=O)([O-])[O-].[K+].[K+].Br[CH2:24][CH2:25][CH2:26][CH2:27][Cl:28].O. The catalyst is CN(C)C=O. The product is [Cl:28][CH2:27][CH2:26][CH2:25][CH2:24][O:11][C:6]1[C:7]([O:9][CH3:10])=[CH:8][C:3]([C:1]#[N:2])=[C:4]([N:12]=[CH:13][N:14]([CH3:15])[CH3:16])[CH:5]=1. The yield is 0.800.